Task: Predict the reactants needed to synthesize the given product.. Dataset: Full USPTO retrosynthesis dataset with 1.9M reactions from patents (1976-2016) The reactants are: [OH:1][C@H:2]1[CH2:6][NH:5][C@@H:4]([C:7]([OH:9])=[O:8])[CH2:3]1.S(Cl)(Cl)=O.[CH2:14](O)[CH3:15]. Given the product [CH2:14]([O:8][C:7]([C@H:4]1[CH2:3][C@@H:2]([OH:1])[CH2:6][NH:5]1)=[O:9])[CH3:15], predict the reactants needed to synthesize it.